The task is: Predict the reaction yield, written as a fraction of the theoretical maximum amount of product (1.0 means a 100% yield; for example, 0.34 means a 34% yield).. This data is from Reaction yield outcomes from USPTO patents with 853,638 reactions. (1) The yield is 0.890. The catalyst is C1COCC1. The product is [C:1]([O:5][C:6]([N:8]1[C@@H:12]([C@H:13]([OH:20])[C:14]2[CH:19]=[CH:18][CH:17]=[CH:16][CH:15]=2)[CH2:11][CH2:10][C@H:9]1[CH2:28][C:29]1[CH:30]=[CH:31][C:32]([C:35]([O:37][CH3:38])=[O:36])=[N:33][CH:34]=1)=[O:7])([CH3:3])([CH3:4])[CH3:2]. The reactants are [C:1]([O:5][C:6]([N:8]1[C@@H:12]([C@H:13]([O:20][Si](C(C)(C)C)(C)C)[C:14]2[CH:19]=[CH:18][CH:17]=[CH:16][CH:15]=2)[CH2:11][CH2:10][C@H:9]1[CH2:28][C:29]1[CH:30]=[CH:31][C:32]([C:35]([O:37][CH3:38])=[O:36])=[N:33][CH:34]=1)=[O:7])([CH3:4])([CH3:3])[CH3:2].CCCC[N+](CCCC)(CCCC)CCCC.[F-]. (2) The reactants are [NH2:1][C@H:2]([C:6]([S:9][CH2:10][CH2:11][CH2:12][OH:13])([CH3:8])[CH3:7])[C:3]([OH:5])=[O:4].[CH2:14](N(CC)CC)[CH3:15].C(O[C:26]1[CH:31]=CC=[CH:28][C:27]=1[S:32](Cl)(=[O:34])=[O:33])#CCC.Cl.O1[CH2:42][CH2:41][O:40][CH2:39][CH2:38]1.O. No catalyst specified. The product is [CH2:39]([O:40][C:41]1[CH:42]=[CH:28][C:27]([S:32]([NH:1][C@H:2]([C:6]([S:9][CH2:10][CH2:11][CH2:12][OH:13])([CH3:8])[CH3:7])[C:3]([OH:5])=[O:4])(=[O:34])=[O:33])=[CH:26][CH:31]=1)[C:38]#[C:14][CH3:15]. The yield is 0.830.